From a dataset of Forward reaction prediction with 1.9M reactions from USPTO patents (1976-2016). Predict the product of the given reaction. (1) Given the reactants [F:1][C:2]1[CH:7]=[CH:6][C:5]([NH2:8])=[C:4]([NH2:9])[CH:3]=1.[CH2:10](OC=C(C#N)C#N)C, predict the reaction product. The product is: [F:1][C:2]1[CH:7]=[CH:6][C:5]2[NH:8][CH:10]=[N:9][C:4]=2[CH:3]=1. (2) Given the reactants C[O:2][C:3]([CH:5]1[CH2:14][CH2:13][C:12]2[C:7](=[CH:8][C:9]([O:15][CH3:16])=[CH:10][CH:11]=2)[C:6]1=O)=O.C(O)(=O)C.[CH:22]([NH2:24])=[NH:23].O, predict the reaction product. The product is: [CH3:16][O:15][C:9]1[CH:10]=[CH:11][C:12]2[CH2:13][CH2:14][C:5]3[C:3]([OH:2])=[N:23][CH:22]=[N:24][C:6]=3[C:7]=2[CH:8]=1. (3) The product is: [CH3:16][O:15][C:13](=[O:14])[CH:12]([S:8][C:5]1[CH:6]=[CH:7][C:2]([Br:1])=[CH:3][CH:4]=1)[CH3:17]. Given the reactants [Br:1][C:2]1[CH:7]=[CH:6][C:5]([SH:8])=[CH:4][CH:3]=1.[H-].[Na+].Br[CH:12]([CH3:17])[C:13]([O:15][CH3:16])=[O:14], predict the reaction product. (4) Given the reactants [F:1][C:2]1[CH:10]=[C:9]2[C:5]([C:6]([C:20]3[CH:21]=[N:22][N:23]([C@H:25]4[CH2:28][C@H:27]([C:29]([O:31]CC5C=CC=CC=5)=[O:30])[CH2:26]4)[CH:24]=3)=[CH:7][N:8]2[S:11]([C:14]2[CH:19]=[CH:18][CH:17]=[CH:16][CH:15]=2)(=[O:13])=[O:12])=[CH:4][CH:3]=1, predict the reaction product. The product is: [F:1][C:2]1[CH:10]=[C:9]2[C:5]([C:6]([C:20]3[CH:21]=[N:22][N:23]([C@H:25]4[CH2:28][C@H:27]([C:29]([OH:31])=[O:30])[CH2:26]4)[CH:24]=3)=[CH:7][N:8]2[S:11]([C:14]2[CH:15]=[CH:16][CH:17]=[CH:18][CH:19]=2)(=[O:12])=[O:13])=[CH:4][CH:3]=1. (5) The product is: [Br:1][C:2]1[CH:11]=[CH:10][C:5]2[N:6]=[C:7]([NH:16][CH2:15][CH2:14][F:13])[S:8][C:4]=2[CH:3]=1. Given the reactants [Br:1][C:2]1[CH:11]=[CH:10][C:5]2[N:6]=[C:7](Cl)[S:8][C:4]=2[CH:3]=1.Cl.[F:13][CH2:14][CH2:15][NH2:16], predict the reaction product. (6) Given the reactants [Cl:1][CH2:2][CH2:3][O:4][C:5]1[CH:13]=[C:12]2[C:8]([C:9]([S:14]([C:17]3[C:26]4[C:21](=[CH:22][CH:23]=[CH:24][CH:25]=4)[CH:20]=[CH:19][CH:18]=3)(=[O:16])=[O:15])=[N:10][NH:11]2)=[CH:7][CH:6]=1.[CH3:27][NH2:28].Cl.CCOCC, predict the reaction product. The product is: [ClH:1].[CH3:27][NH:28][CH2:2][CH2:3][O:4][C:5]1[CH:13]=[C:12]2[C:8]([C:9]([S:14]([C:17]3[C:26]4[C:21](=[CH:22][CH:23]=[CH:24][CH:25]=4)[CH:20]=[CH:19][CH:18]=3)(=[O:16])=[O:15])=[N:10][NH:11]2)=[CH:7][CH:6]=1.